This data is from NCI-60 drug combinations with 297,098 pairs across 59 cell lines. The task is: Regression. Given two drug SMILES strings and cell line genomic features, predict the synergy score measuring deviation from expected non-interaction effect. (1) Drug 1: CCCCC(=O)OCC(=O)C1(CC(C2=C(C1)C(=C3C(=C2O)C(=O)C4=C(C3=O)C=CC=C4OC)O)OC5CC(C(C(O5)C)O)NC(=O)C(F)(F)F)O. Drug 2: C1C(C(OC1N2C=NC3=C2NC=NCC3O)CO)O. Cell line: TK-10. Synergy scores: CSS=26.4, Synergy_ZIP=-4.23, Synergy_Bliss=-9.69, Synergy_Loewe=-15.7, Synergy_HSA=-10.9. (2) Drug 1: CC=C1C(=O)NC(C(=O)OC2CC(=O)NC(C(=O)NC(CSSCCC=C2)C(=O)N1)C(C)C)C(C)C. Drug 2: N.N.Cl[Pt+2]Cl. Cell line: EKVX. Synergy scores: CSS=20.3, Synergy_ZIP=-4.75, Synergy_Bliss=2.12, Synergy_Loewe=2.36, Synergy_HSA=2.33. (3) Drug 1: CNC(=O)C1=CC=CC=C1SC2=CC3=C(C=C2)C(=NN3)C=CC4=CC=CC=N4. Drug 2: C1CCN(CC1)CCOC2=CC=C(C=C2)C(=O)C3=C(SC4=C3C=CC(=C4)O)C5=CC=C(C=C5)O. Cell line: A498. Synergy scores: CSS=12.4, Synergy_ZIP=0.0187, Synergy_Bliss=4.46, Synergy_Loewe=4.72, Synergy_HSA=5.13. (4) Drug 1: C1=CC=C(C(=C1)C(C2=CC=C(C=C2)Cl)C(Cl)Cl)Cl. Drug 2: COC1=NC(=NC2=C1N=CN2C3C(C(C(O3)CO)O)O)N. Cell line: SK-OV-3. Synergy scores: CSS=-5.77, Synergy_ZIP=3.11, Synergy_Bliss=2.19, Synergy_Loewe=-4.02, Synergy_HSA=-3.34. (5) Drug 1: C1CC(=O)NC(=O)C1N2CC3=C(C2=O)C=CC=C3N. Drug 2: C1CC(C1)(C(=O)O)C(=O)O.[NH2-].[NH2-].[Pt+2]. Cell line: HS 578T. Synergy scores: CSS=23.1, Synergy_ZIP=5.34, Synergy_Bliss=5.68, Synergy_Loewe=-2.02, Synergy_HSA=4.77.